From a dataset of Full USPTO retrosynthesis dataset with 1.9M reactions from patents (1976-2016). Predict the reactants needed to synthesize the given product. (1) Given the product [ClH:21].[ClH:21].[CH3:24][CH:25]([CH3:49])[CH2:26][N:27]([C@H:28]1[CH2:33][C@@H:32]([C:34]([N:36]2[CH2:41][CH2:40][O:39][CH2:38][CH2:37]2)=[O:35])[CH2:31][NH:30][CH2:29]1)[C:20]([CH:8]1[N:7]([CH2:6][CH2:5][CH2:4][CH2:3][O:2][CH3:1])[C:11]2[C:12]([C:16]([O:18][CH3:19])=[O:17])=[CH:13][CH:14]=[CH:15][C:10]=2[NH:9]1)=[O:51], predict the reactants needed to synthesize it. The reactants are: [CH3:1][O:2][CH2:3][CH2:4][CH2:5][CH2:6][N:7]1[C:11]2[C:12]([C:16]([O:18][CH3:19])=[O:17])=[CH:13][CH:14]=[CH:15][C:10]=2[N:9]=[C:8]1[C:20](Cl)(Cl)[Cl:21].[CH3:24][CH:25]([CH3:49])[CH2:26][NH:27][C@H:28]1[CH2:33][C@@H:32]([C:34]([N:36]2[CH2:41][CH2:40][O:39][CH2:38][CH2:37]2)=[O:35])[CH2:31][N:30](C(OC(C)(C)C)=O)[CH2:29]1.C(=O)([O-])[O-:51].[K+].[K+]. (2) Given the product [CH2:1]([C:4]1[CH:9]=[CH:8][CH:7]=[C:6]([CH2:10][CH3:11])[N:5]=1)[CH3:2], predict the reactants needed to synthesize it. The reactants are: [C:1]([C:4]1[CH:9]=[CH:8][CH:7]=[C:6]([C:10](=O)[CH3:11])[N:5]=1)(=O)[CH3:2].[OH-].[K+]. (3) Given the product [C:18]([O:17][CH2:9][CH2:6][CH2:5][SiH:4]([CH:1]([CH3:2])[CH3:3])[CH:10]([CH3:11])[CH3:12])([CH3:21])([CH3:20])[CH3:19], predict the reactants needed to synthesize it. The reactants are: [CH:1]([SiH:4]([CH:10]([CH3:12])[CH3:11])[CH2:5][C:6]([CH3:9])(C)C)([CH3:3])[CH3:2].BrCCC[O:17][C:18]([CH3:21])([CH3:20])[CH3:19]. (4) Given the product [F:1][C:2]1[CH:7]=[C:6]([C:25]2[CH:30]=[CH:29][CH:28]=[CH:27][C:26]=2[S:31]([CH2:34][CH2:35][CH2:36][CH2:37][CH2:38][CH3:39])(=[O:32])=[O:33])[CH:5]=[CH:4][C:3]=1[C:17]1[N:18]=[CH:19][C:20]([NH2:23])=[N:21][CH:22]=1, predict the reactants needed to synthesize it. The reactants are: [F:1][C:2]1[CH:7]=[C:6](B2OC(C)(C)C(C)(C)O2)[CH:5]=[CH:4][C:3]=1[C:17]1[N:18]=[CH:19][C:20]([NH2:23])=[N:21][CH:22]=1.Br[C:25]1[CH:30]=[CH:29][CH:28]=[CH:27][C:26]=1[S:31]([CH2:34][CH2:35][CH2:36][CH2:37][CH2:38][CH3:39])(=[O:33])=[O:32]. (5) Given the product [Cl:1][C:2]1[CH:3]=[C:4]([C@H:9]([O:34][CH3:35])[C@@H:10]([CH3:33])[C:11]([NH:13][C@H:14]2[N:20]=[C:19]([C:21]3[CH:26]=[CH:25][CH:24]=[CH:23][CH:22]=3)[C:18]3[CH:27]=[CH:28][CH:29]=[CH:30][C:17]=3[N:16]([CH3:31])[C:15]2=[O:32])=[O:12])[CH:5]=[CH:6][C:7]=1[Cl:8], predict the reactants needed to synthesize it. The reactants are: [Cl:1][C:2]1[CH:3]=[C:4]([C@H:9]([OH:34])[C@@H:10]([CH3:33])[C:11]([NH:13][C@H:14]2[N:20]=[C:19]([C:21]3[CH:26]=[CH:25][CH:24]=[CH:23][CH:22]=3)[C:18]3[CH:27]=[CH:28][CH:29]=[CH:30][C:17]=3[N:16]([CH3:31])[C:15]2=[O:32])=[O:12])[CH:5]=[CH:6][C:7]=1[Cl:8].[CH3:35]I.[H-].[Na+].